This data is from Catalyst prediction with 721,799 reactions and 888 catalyst types from USPTO. The task is: Predict which catalyst facilitates the given reaction. (1) Reactant: [OH:1][CH:2]1[CH:6]=[C:5]([CH3:7])[C:4](=[O:8])[N:3]1[CH2:9][O:10][CH3:11].C(N(CC)CC)C.[CH2:19]([N:26]=[C:27]=[O:28])[C:20]1[CH:25]=[CH:24][CH:23]=[CH:22][CH:21]=1. Product: [CH3:11][O:10][CH2:9][N:3]1[C:4](=[O:8])[C:5]([CH3:7])=[CH:6][CH:2]1[O:1][C:27](=[O:28])[NH:26][CH2:19][C:20]1[CH:25]=[CH:24][CH:23]=[CH:22][CH:21]=1. The catalyst class is: 740. (2) Reactant: C(=O)([O-])[O-].[K+].[K+].CN(C=O)C.[CH:12]1([CH2:15][O:16][C:17]2[CH:18]=[CH:19][C:20]([F:29])=[C:21]3[C:26]=2[NH:25][CH:24]=[C:23]([I:27])[C:22]3=[O:28])[CH2:14][CH2:13]1.[CH2:30](I)[CH3:31]. Product: [CH:12]1([CH2:15][O:16][C:17]2[CH:18]=[CH:19][C:20]([F:29])=[C:21]3[C:26]=2[N:25]([CH2:30][CH3:31])[CH:24]=[C:23]([I:27])[C:22]3=[O:28])[CH2:13][CH2:14]1. The catalyst class is: 6. (3) Reactant: Br[C:2]1[CH:3]=[C:4]([CH:8]2[CH2:17][C:16]([CH3:19])([CH3:18])[C:15]3[C:10](=[C:11]([Cl:22])[CH:12]=[C:13]([C:20]#[N:21])[CH:14]=3)[NH:9]2)[CH:5]=[CH:6][CH:7]=1.[NH2:23][C:24]1([C:27]([OH:29])=[O:28])[CH2:26][CH2:25]1.C(=O)([O-])[O-].[K+].[K+]. Product: [Cl:22][C:11]1[CH:12]=[C:13]([C:20]#[N:21])[CH:14]=[C:15]2[C:10]=1[NH:9][CH:8]([C:4]1[CH:3]=[C:2]([NH:23][C:24]3([C:27]([OH:29])=[O:28])[CH2:26][CH2:25]3)[CH:7]=[CH:6][CH:5]=1)[CH2:17][C:16]2([CH3:19])[CH3:18]. The catalyst class is: 156. (4) Reactant: [Br:1]N1C(=O)CCC1=O.[F:9][CH:10]1[CH2:15][CH2:14][CH2:13][CH2:12][CH:11]1[C:16]1[C:17]2[S:28][C:27]([C:29]([O:31][CH3:32])=[O:30])=[CH:26][C:18]=2[N:19]([CH2:21][C:22]([O:24][CH3:25])=[O:23])[CH:20]=1. Product: [Br:1][C:20]1[N:19]([CH2:21][C:22]([O:24][CH3:25])=[O:23])[C:18]2[CH:26]=[C:27]([C:29]([O:31][CH3:32])=[O:30])[S:28][C:17]=2[C:16]=1[CH:11]1[CH2:12][CH2:13][CH2:14][CH2:15][CH:10]1[F:9]. The catalyst class is: 2. (5) Product: [CH3:11][CH2:10][N:9]([C:12]([C:14]1([C:19]2[CH:20]=[CH:21][CH:22]=[CH:23][CH:24]=2)[CH:16]([CH2:17][NH2:18])[CH2:15]1)=[O:13])[CH2:8][CH3:7].[ClH:25].[ClH:25]. Reactant: C(OCC)(=O)C.[CH3:7][CH2:8][N:9]([C:12]([C:14]1([C:19]2[CH:20]=[CH:21][CH:22]=[CH:23][CH:24]=2)[CH:16]([CH2:17][NH2:18])[CH2:15]1)=[O:13])[CH2:10][CH3:11].[ClH:25].C(OCC)(=O)C. The catalyst class is: 32. (6) Reactant: [CH3:1][O:2][C:3]([C:5]1[CH2:6][N:7](CC(C=C)=CC)[CH2:8][CH2:9][C:10]=1[NH:11][CH:12]([C:14]1[CH:19]=[CH:18][CH:17]=[CH:16][CH:15]=1)[CH3:13])=[O:4]. Product: [CH3:1][O:2][C:3]([C:5]1[CH2:6][NH:7][CH2:8][CH2:9][C:10]=1[NH:11][CH:12]([C:14]1[CH:15]=[CH:16][CH:17]=[CH:18][CH:19]=1)[CH3:13])=[O:4]. The catalyst class is: 105. (7) Reactant: [Cl-].[C:2]([O:6][C:7](=[O:10])[CH2:8][Zn+])([CH3:5])([CH3:4])[CH3:3].[Cl:11][C:12]1[CH:40]=[CH:39][C:15]([C:16]([C:18]2[C:22]([CH3:23])=[C:21]([CH3:24])[S:20][C:19]=2[C:25]2[C:26]([CH3:38])=[N:27][O:28][C:29]=2/[CH:30]=[N:31]/[S@@:32]([C:34]([CH3:37])([CH3:36])[CH3:35])=[O:33])=[O:17])=[CH:14][CH:13]=1.[NH4+].[Cl-].CCOC(C)=O. Product: [Cl:11][C:12]1[CH:13]=[CH:14][C:15]([C:16]([C:18]2[C:22]([CH3:23])=[C:21]([CH3:24])[S:20][C:19]=2[C:25]2[C:26]([CH3:38])=[N:27][O:28][C:29]=2[C@H:30]([NH:31][S@@:32]([C:34]([CH3:35])([CH3:36])[CH3:37])=[O:33])[CH2:8][C:7]([O:6][C:2]([CH3:5])([CH3:4])[CH3:3])=[O:10])=[O:17])=[CH:39][CH:40]=1. The catalyst class is: 1. (8) Reactant: [C:1](O)(C(F)(F)F)=O.C([Zn]CC)C.ICI.[CH3:16][CH2:17][O:18][C:19]([C@@H:21]1[CH2:25][CH:24]=[CH:23][N:22]1[C:26]([O:28][C:29]([CH3:32])([CH3:31])[CH3:30])=[O:27])=[O:20].C([O-])(O)=O.[Na+]. Product: [CH2:17]([O:18][C:19]([C@@H:21]1[CH2:25][C@H:24]2[C@H:23]([CH2:1]2)[N:22]1[C:26]([O:28][C:29]([CH3:31])([CH3:30])[CH3:32])=[O:27])=[O:20])[CH3:16]. The catalyst class is: 635. (9) Reactant: [C:1]1([C:7]2[C:16]3[CH:15]=[CH:14][CH:13]=[CH:12][C:11]=3[N:10]=[C:9]3[C:17]4[C:22]([C:23]([C:25]5[CH:30]=[CH:29][CH:28]=[CH:27][CH:26]=5)(O)[C:8]=23)=[CH:21][CH:20]=[CH:19][CH:18]=4)[CH:6]=[CH:5][CH:4]=[CH:3][CH:2]=1.[C:31]1([CH3:50])[CH:36]=[CH:35][C:34]([N:37]2[C:49]3[CH:48]=[CH:47][CH:46]=[CH:45][C:44]=3[C:43]3[C:38]2=[CH:39][CH:40]=[CH:41][CH:42]=3)=[CH:33][CH:32]=1.CS(O)(=O)=O.O=P12OP3(OP(OP(O3)(O1)=O)(=O)O2)=O. Product: [C:1]1([C:7]2[C:16]3[CH:15]=[CH:14][CH:13]=[CH:12][C:11]=3[N:10]=[C:9]3[C:17]4[C:22]([C:23]([C:25]5[CH:26]=[CH:27][CH:28]=[CH:29][CH:30]=5)([C:41]5[CH:40]=[CH:39][C:38]6[N:37]([C:34]7[CH:33]=[CH:32][C:31]([CH3:50])=[CH:36][CH:35]=7)[C:49]7[C:44]([C:43]=6[CH:42]=5)=[CH:45][CH:46]=[CH:47][CH:48]=7)[C:8]=23)=[CH:21][CH:20]=[CH:19][CH:18]=4)[CH:2]=[CH:3][CH:4]=[CH:5][CH:6]=1. The catalyst class is: 4.